This data is from Catalyst prediction with 721,799 reactions and 888 catalyst types from USPTO. The task is: Predict which catalyst facilitates the given reaction. (1) Reactant: Cl.[O:2]1[CH2:7][CH2:6][N:5]([CH2:8][CH2:9][N:10]([C:15]2[CH:16]=[C:17]3[C:21](=[CH:22][CH:23]=2)[N:20]([CH2:24][C:25]([OH:27])=[O:26])[C:19](=[O:28])[CH2:18]3)[S:11]([CH3:14])(=[O:13])=[O:12])[CH2:4][CH2:3]1.[Cl:29][C:30]1[CH:31]=[N+:32]([O-:55])[CH:33]=[C:34]([Cl:54])[C:35]=1[CH2:36][C@@H:37]([C:39]1[CH:44]=[CH:43][C:42]([O:45][CH:46]([F:48])[F:47])=[C:41]([O:49][CH2:50][CH:51]2[CH2:53][CH2:52]2)[CH:40]=1)O.C(Cl)CCl. Product: [Cl:29][C:30]1[CH:31]=[N+:32]([O-:55])[CH:33]=[C:34]([Cl:54])[C:35]=1[CH2:36][C@@H:37]([C:39]1[CH:44]=[CH:43][C:42]([O:45][CH:46]([F:48])[F:47])=[C:41]([O:49][CH2:50][CH:51]2[CH2:53][CH2:52]2)[CH:40]=1)[O:26][C:25](=[O:27])[CH2:24][N:20]1[C:21]2[C:17](=[CH:16][C:15]([N:10]([CH2:9][CH2:8][N:5]3[CH2:6][CH2:7][O:2][CH2:3][CH2:4]3)[S:11]([CH3:14])(=[O:13])=[O:12])=[CH:23][CH:22]=2)[CH2:18][C:19]1=[O:28]. The catalyst class is: 79. (2) Reactant: [CH3:1][NH:2][C:3]1[CH:20]=[CH:19][C:6]([O:7][C:8]2[CH:13]=[CH:12][N:11]=[C:10]([NH:14][C:15](=[O:18])[CH2:16]Cl)[CH:9]=2)=[CH:5][C:4]=1[N+:21]([O-:23])=[O:22].[CH2:24]([N:26]1[CH2:31][CH2:30][NH:29][CH2:28][CH2:27]1)[CH3:25].C(=O)([O-])[O-].[K+].[K+]. Product: [CH3:1][NH:2][C:3]1[CH:20]=[CH:19][C:6]([O:7][C:8]2[CH:13]=[CH:12][N:11]=[C:10]([NH:14][C:15](=[O:18])[CH2:16][N:29]3[CH2:30][CH2:31][N:26]([CH2:24][CH3:25])[CH2:27][CH2:28]3)[CH:9]=2)=[CH:5][C:4]=1[N+:21]([O-:23])=[O:22]. The catalyst class is: 9. (3) Reactant: [Br:1][C:2]1[CH:9]=[CH:8][C:5]([NH:6][CH3:7])=[C:4]([N+:10]([O-])=O)[CH:3]=1.[OH-].[Na+]. Product: [Br:1][C:2]1[CH:3]=[C:4]([NH2:10])[C:5]([NH:6][CH3:7])=[CH:8][CH:9]=1. The catalyst class is: 14. (4) Reactant: [CH2:1]([N:4]([CH2:22][CH2:23][CH3:24])[C:5]([C:7]1[CH:8]=[C:9]([CH:13]=[C:14]([C:16]2[O:17][CH:18]=[C:19]([CH3:21])[N:20]=2)[CH:15]=1)[C:10](O)=[O:11])=[O:6])[CH2:2][CH3:3].Cl.Cl.[NH2:27][C@@H:28]([CH2:42][C:43]1[CH:48]=[C:47]([F:49])[CH:46]=[C:45]([F:50])[CH:44]=1)[C@H:29]([OH:41])[CH2:30][NH:31][CH2:32][C:33]1[CH:38]=[CH:37][CH:36]=[C:35]([CH2:39][CH3:40])[CH:34]=1.C1C=CC2N(O)N=NC=2C=1.CN1CCOCC1.C(Cl)CCl. Product: [F:50][C:45]1[CH:44]=[C:43]([CH:48]=[C:47]([F:49])[CH:46]=1)[CH2:42][C@H:28]([NH:27][C:10](=[O:11])[C:9]1[CH:13]=[C:14]([C:16]2[O:17][CH:18]=[C:19]([CH3:21])[N:20]=2)[CH:15]=[C:7]([C:5]([N:4]([CH2:22][CH2:23][CH3:24])[CH2:1][CH2:2][CH3:3])=[O:6])[CH:8]=1)[C@H:29]([OH:41])[CH2:30][NH:31][CH2:32][C:33]1[CH:38]=[CH:37][CH:36]=[C:35]([CH2:39][CH3:40])[CH:34]=1. The catalyst class is: 35. (5) Reactant: [F:1][C:2]1[CH:7]=[C:6]([F:8])[CH:5]=[CH:4][C:3]=1[C:9]([OH:32])([CH2:26][N:27]1[CH:31]=[N:30][N:29]=[N:28]1)[C:10]([C:13]1[N:18]=[CH:17][C:16](/[CH:19]=[CH:20]/[C:21]([O:23][CH2:24][CH3:25])=[O:22])=[CH:15][CH:14]=1)([F:12])[F:11]. Product: [F:1][C:2]1[CH:7]=[C:6]([F:8])[CH:5]=[CH:4][C:3]=1[C:9]([OH:32])([CH2:26][N:27]1[CH:31]=[N:30][N:29]=[N:28]1)[C:10]([C:13]1[N:18]=[CH:17][C:16]([CH2:19][CH2:20][C:21]([O:23][CH2:24][CH3:25])=[O:22])=[CH:15][CH:14]=1)([F:11])[F:12]. The catalyst class is: 29. (6) Reactant: CCN(C(C)C)C(C)C.Cl[C:11]1[CH:12]=[CH:13][C:14]2[N:15]([C:17]([C:20]([F:23])([F:22])[F:21])=[N:18][N:19]=2)[N:16]=1.[NH:24]1[CH2:29][CH2:28][CH:27]([C:30]2[CH:52]=[CH:51][C:33]([O:34][CH2:35][CH2:36][CH2:37][N:38]3[CH2:43][CH2:42][N:41]([C:44]([O:46][C:47]([CH3:50])([CH3:49])[CH3:48])=[O:45])[CH2:40][CH2:39]3)=[CH:32][CH:31]=2)[CH2:26][CH2:25]1. Product: [F:21][C:20]([F:23])([F:22])[C:17]1[N:15]2[N:16]=[C:11]([N:24]3[CH2:29][CH2:28][CH:27]([C:30]4[CH:52]=[CH:51][C:33]([O:34][CH2:35][CH2:36][CH2:37][N:38]5[CH2:39][CH2:40][N:41]([C:44]([O:46][C:47]([CH3:48])([CH3:49])[CH3:50])=[O:45])[CH2:42][CH2:43]5)=[CH:32][CH:31]=4)[CH2:26][CH2:25]3)[CH:12]=[CH:13][C:14]2=[N:19][N:18]=1. The catalyst class is: 3. (7) Reactant: [Cl:1][C:2]1[N:3]=[CH:4][CH:5]=[C:6]2[C:10]([CH2:11][CH2:12][OH:13])=[CH:9][N:8]([C:14]([O:16][C:17]([CH3:20])([CH3:19])[CH3:18])=[O:15])[C:7]=12.[F:21][C:22]([F:32])([F:31])[O:23][C:24]1[CH:29]=[CH:28][C:27](O)=[CH:26][CH:25]=1.C1(P(C2C=CC=CC=2)C2C=CC=CC=2)C=CC=CC=1.CC(OC(/N=N/C(OC(C)C)=O)=O)C. Product: [Cl:1][C:2]1[N:3]=[CH:4][CH:5]=[C:6]2[C:10]([CH2:11][CH2:12][O:13][C:27]3[CH:26]=[CH:25][C:24]([O:23][C:22]([F:21])([F:31])[F:32])=[CH:29][CH:28]=3)=[CH:9][N:8]([C:14]([O:16][C:17]([CH3:20])([CH3:19])[CH3:18])=[O:15])[C:7]=12. The catalyst class is: 11. (8) Reactant: [O:1]1[CH2:6][CH2:5][C:4](=[O:7])[CH2:3][CH2:2]1.[Br-].[Mg+2].[CH2:10]=[CH2:11].[Br-]. Product: [C:10]([C:4]1([OH:7])[CH2:5][CH2:6][O:1][CH2:2][CH2:3]1)#[CH:11]. The catalyst class is: 83. (9) Reactant: [CH2:1]([C@H:8]([NH:38][C:39](=[O:45])[O:40][C:41]([CH3:44])([CH3:43])[CH3:42])[C@@H:9]([OH:37])[CH:10]([NH:25][S:26]([C:29]1[CH:34]=[CH:33][C:32]([O:35][CH3:36])=[CH:31][CH:30]=1)(=[O:28])=[O:27])[CH2:11][C:12]([CH3:24])([CH3:23])[CH2:13][CH2:14][O:15][Si](C(C)(C)C)(C)C)[C:2]1[CH:7]=[CH:6][CH:5]=[CH:4][CH:3]=1.[F-].C([N+](CCCC)(CCCC)CCCC)CCC. Product: [CH2:1]([C@H:8]([NH:38][C:39](=[O:45])[O:40][C:41]([CH3:44])([CH3:43])[CH3:42])[C@@H:9]([OH:37])[CH:10]([NH:25][S:26]([C:29]1[CH:34]=[CH:33][C:32]([O:35][CH3:36])=[CH:31][CH:30]=1)(=[O:28])=[O:27])[CH2:11][C:12]([CH3:24])([CH3:23])[CH2:13][CH2:14][OH:15])[C:2]1[CH:3]=[CH:4][CH:5]=[CH:6][CH:7]=1. The catalyst class is: 7. (10) Reactant: N1C=CC([C:7]2[C:8](=[O:17])[NH:9][C:10]3[C:15]([CH:16]=2)=[CH:14][CH:13]=[CH:12][CH:11]=3)=CC=1.Cl.[H][H]. Product: [N:9]1([C:16]2[C:15]3[C:10](=[CH:11][CH:12]=[CH:13][CH:14]=3)[NH:9][C:8](=[O:17])[CH:7]=2)[CH2:10][CH2:15][CH2:16][CH2:7][CH2:8]1. The catalyst class is: 63.